From a dataset of Peptide-MHC class II binding affinity with 134,281 pairs from IEDB. Regression. Given a peptide amino acid sequence and an MHC pseudo amino acid sequence, predict their binding affinity value. This is MHC class II binding data. (1) The peptide sequence is GAIWRIDPKKPLKGP. The MHC is DRB1_0101 with pseudo-sequence DRB1_0101. The binding affinity (normalized) is 0.435. (2) The peptide sequence is KALWIIFSQNMNIKL. The MHC is HLA-DPA10301-DPB10402 with pseudo-sequence HLA-DPA10301-DPB10402. The binding affinity (normalized) is 0.131. (3) The peptide sequence is KLKFNSVIVNPSLNG. The MHC is DRB1_0101 with pseudo-sequence DRB1_0101. The binding affinity (normalized) is 0.951. (4) The peptide sequence is EKKYFAATQFEPEAA. The MHC is HLA-DQA10301-DQB10302 with pseudo-sequence HLA-DQA10301-DQB10302. The binding affinity (normalized) is 0.482. (5) The peptide sequence is SDYVYEPFPKRVWEQ. The MHC is DRB1_0901 with pseudo-sequence DRB1_0901. The binding affinity (normalized) is 0.419. (6) The peptide sequence is MGGLWKYLNAVSLCI. The MHC is HLA-DQA10201-DQB10303 with pseudo-sequence HLA-DQA10201-DQB10303. The binding affinity (normalized) is 0.481.